Predict which catalyst facilitates the given reaction. From a dataset of Catalyst prediction with 721,799 reactions and 888 catalyst types from USPTO. Reactant: C([NH:4][C:5]([C:16]1[C:25]2[C:20](=[CH:21][CH:22]=[C:23]([Cl:26])[CH:24]=2)[N:19]=[C:18]([N:27]2[CH2:32][CH2:31][N:30]([CH3:33])[CH2:29][CH2:28]2)[N:17]=1)(C(OCC)=O)C(OCC)=O)(=O)C.[OH-].[Na+].Cl. Product: [Cl:26][C:23]1[CH:24]=[C:25]2[C:20](=[CH:21][CH:22]=1)[N:19]=[C:18]([N:27]1[CH2:28][CH2:29][N:30]([CH3:33])[CH2:31][CH2:32]1)[N:17]=[C:16]2[CH2:5][NH2:4]. The catalyst class is: 8.